This data is from Full USPTO retrosynthesis dataset with 1.9M reactions from patents (1976-2016). The task is: Predict the reactants needed to synthesize the given product. (1) Given the product [Cl:1][C:2]1[C:7]([O:8][CH3:9])=[CH:6][C:5]([O:10][CH3:11])=[C:4]([Cl:12])[C:3]=1[C:13]1[N:18]=[CH:17][C:16]2[C:19]([C:22]3[CH:23]=[N:24][N:25]([CH2:27][C:28]([N:32]([CH3:33])[CH3:31])=[O:29])[CH:26]=3)=[N:20][NH:21][C:15]=2[CH:14]=1, predict the reactants needed to synthesize it. The reactants are: [Cl:1][C:2]1[C:7]([O:8][CH3:9])=[CH:6][C:5]([O:10][CH3:11])=[C:4]([Cl:12])[C:3]=1[C:13]1[N:18]=[CH:17][C:16]2[C:19]([C:22]3[CH:23]=[N:24][N:25]([CH2:27][C:28](O)=[O:29])[CH:26]=3)=[N:20][NH:21][C:15]=2[CH:14]=1.[CH3:31][NH:32][CH3:33]. (2) Given the product [Cl:3][C:4]1[C:5]([C:24]2[CH:25]=[C:26]3[C:30](=[CH:31][CH:32]=2)[N:29]([CH2:33][CH2:34][OH:35])[CH2:28][CH2:27]3)=[CH:6][C:7]2[N:11]=[C:10]([O:12][C:13]3[CH:14]=[CH:15][C:16]([CH3:22])=[C:17]([CH:21]=3)[C:18]([OH:20])=[O:19])[NH:9][C:8]=2[CH:23]=1, predict the reactants needed to synthesize it. The reactants are: [BH4-].[Na+].[Cl:3][C:4]1[C:5]([C:24]2[CH:25]=[C:26]3[C:30](=[CH:31][CH:32]=2)[N:29]([CH2:33][CH2:34][OH:35])[CH:28]=[CH:27]3)=[CH:6][C:7]2[N:11]=[C:10]([O:12][C:13]3[CH:14]=[CH:15][C:16]([CH3:22])=[C:17]([CH:21]=3)[C:18]([OH:20])=[O:19])[NH:9][C:8]=2[CH:23]=1. (3) Given the product [NH2:24][C:2]1[C:11]2[N:12]=[C:13]([OH:23])[N:14]([C@@H:15]([C:17]3[CH:22]=[CH:21][CH:20]=[CH:19][CH:18]=3)[CH3:16])[C:10]=2[C:9]2[CH:8]=[CH:7][CH:6]=[CH:5][C:4]=2[N:3]=1, predict the reactants needed to synthesize it. The reactants are: Cl[C:2]1[C:11]2[N:12]=[C:13]([OH:23])[N:14]([C@@H:15]([C:17]3[CH:22]=[CH:21][CH:20]=[CH:19][CH:18]=3)[CH3:16])[C:10]=2[C:9]2[CH:8]=[CH:7][CH:6]=[CH:5][C:4]=2[N:3]=1.[NH3:24]. (4) Given the product [NH2:2][C:1]([C:3]1[C:12]([O:22][CH3:21])=[CH:11][C:6]([C:7]([OH:9])=[O:8])=[C:5]([CH3:14])[CH:4]=1)=[O:35], predict the reactants needed to synthesize it. The reactants are: [C:1]([C:3]1[C:12](I)=[CH:11][C:6]([C:7]([O:9]C)=[O:8])=[C:5]([CH3:14])[CH:4]=1)#[N:2].C(C1C(O)=CC([C:21](OC)=[O:22])=C(C)C=1)#N.C1([OH:35])C=CC=CC=1.IC. (5) Given the product [CH3:14][C:15]1[CH:23]=[CH:22][CH:21]=[CH:20][C:16]=1[C:17]([NH:1][C:2]1[C:7]2[CH2:12][CH2:11][CH2:10][CH2:9][C:6]=2[CH:5]=[CH:4][CH:3]=1)=[O:18], predict the reactants needed to synthesize it. The reactants are: [NH2:1][C:2]1[CH:7]=[CH:6][CH:5]=[CH:4][CH:3]=1.N1C=[CH:12][CH:11]=[CH:10][CH:9]=1.[CH3:14][C:15]1[CH:23]=[CH:22][CH:21]=[CH:20][C:16]=1[C:17](Cl)=[O:18]. (6) The reactants are: Cl[C:2]1[C:19]2[C:6](=[CH:7][C:8]3[C:17]([CH:18]=2)=[CH:16][C:15]2[C:10](=[C:11](Cl)[N:12]=[CH:13][CH:14]=2)[CH:9]=3)[CH:5]=[CH:4][N:3]=1.C1OCCOCCOCCOCCOCCOC1.[C-:39]#[N:40].[K+].C[N:43]([CH:45]=O)C. Given the product [C:39]([C:2]1[C:19]2[C:6](=[CH:7][C:8]3[C:17]([CH:18]=2)=[CH:16][C:15]2[C:10](=[C:11]([C:45]#[N:43])[N:12]=[CH:13][CH:14]=2)[CH:9]=3)[CH:5]=[CH:4][N:3]=1)#[N:40], predict the reactants needed to synthesize it. (7) Given the product [C:5]1([O:4][C:2]([N:14]2[CH:15]3[CH2:18][CH2:19][N:11]([CH2:17][CH2:16]3)[CH2:12][CH2:13]2)=[O:3])[CH:10]=[CH:9][CH:8]=[CH:7][CH:6]=1, predict the reactants needed to synthesize it. The reactants are: Cl[C:2]([O:4][C:5]1[CH:10]=[CH:9][CH:8]=[CH:7][CH:6]=1)=[O:3].[N:11]12[CH2:19][CH2:18][CH:15]([CH2:16][CH2:17]1)[NH:14][CH2:13][CH2:12]2.N1C=CC=CC=1. (8) Given the product [N:1]1([CH:7]2[CH2:12][CH2:11][N:10]([C:13](=[O:27])[CH2:14][CH2:15][C:16]3[N:17]([CH2:21][C:22]([OH:24])=[O:23])[CH:18]=[CH:19][N:20]=3)[CH2:9][CH2:8]2)[CH2:6][CH2:5][CH2:4][CH2:3][CH2:2]1, predict the reactants needed to synthesize it. The reactants are: [N:1]1([CH:7]2[CH2:12][CH2:11][N:10]([C:13](=[O:27])[CH2:14][CH2:15][C:16]3[N:17]([CH2:21][C:22]([O:24]CC)=[O:23])[CH:18]=[CH:19][N:20]=3)[CH2:9][CH2:8]2)[CH2:6][CH2:5][CH2:4][CH2:3][CH2:2]1. (9) Given the product [OH:2][C:3]1[C:8]2[N:9]=[C:10]([NH:12][C:13]([C:15]3[S:16][C:17]([CH3:20])=[CH:18][CH:19]=3)=[O:14])[S:11][C:7]=2[C:6]([C:21]2[CH:26]=[CH:25][CH:24]=[CH:23][CH:22]=2)=[CH:5][CH:4]=1, predict the reactants needed to synthesize it. The reactants are: C[O:2][C:3]1[C:8]2[N:9]=[C:10]([NH:12][C:13]([C:15]3[S:16][C:17]([CH3:20])=[CH:18][CH:19]=3)=[O:14])[S:11][C:7]=2[C:6]([C:21]2[CH:26]=[CH:25][CH:24]=[CH:23][CH:22]=2)=[CH:5][CH:4]=1.B(Br)(Br)Br.